Dataset: NCI-60 drug combinations with 297,098 pairs across 59 cell lines. Task: Regression. Given two drug SMILES strings and cell line genomic features, predict the synergy score measuring deviation from expected non-interaction effect. (1) Drug 1: COC1=C(C=C2C(=C1)N=CN=C2NC3=CC(=C(C=C3)F)Cl)OCCCN4CCOCC4. Drug 2: N.N.Cl[Pt+2]Cl. Cell line: SK-MEL-5. Synergy scores: CSS=29.6, Synergy_ZIP=-3.10, Synergy_Bliss=4.85, Synergy_Loewe=-5.01, Synergy_HSA=2.18. (2) Drug 1: C1CCC(CC1)NC(=O)N(CCCl)N=O. Drug 2: CN1C(=O)N2C=NC(=C2N=N1)C(=O)N. Cell line: TK-10. Synergy scores: CSS=-2.42, Synergy_ZIP=0.736, Synergy_Bliss=2.13, Synergy_Loewe=-6.58, Synergy_HSA=-1.24. (3) Drug 1: CS(=O)(=O)C1=CC(=C(C=C1)C(=O)NC2=CC(=C(C=C2)Cl)C3=CC=CC=N3)Cl. Drug 2: CC1=C2C(C(=O)C3(C(CC4C(C3C(C(C2(C)C)(CC1OC(=O)C(C(C5=CC=CC=C5)NC(=O)OC(C)(C)C)O)O)OC(=O)C6=CC=CC=C6)(CO4)OC(=O)C)O)C)O. Cell line: SNB-75. Synergy scores: CSS=37.4, Synergy_ZIP=9.91, Synergy_Bliss=11.4, Synergy_Loewe=-13.1, Synergy_HSA=9.14. (4) Drug 1: CN(C)C1=NC(=NC(=N1)N(C)C)N(C)C. Drug 2: CC1C(C(=O)NC(C(=O)N2CCCC2C(=O)N(CC(=O)N(C(C(=O)O1)C(C)C)C)C)C(C)C)NC(=O)C3=C4C(=C(C=C3)C)OC5=C(C(=O)C(=C(C5=N4)C(=O)NC6C(OC(=O)C(N(C(=O)CN(C(=O)C7CCCN7C(=O)C(NC6=O)C(C)C)C)C)C(C)C)C)N)C. Cell line: HCC-2998. Synergy scores: CSS=8.32, Synergy_ZIP=16.7, Synergy_Bliss=18.4, Synergy_Loewe=13.2, Synergy_HSA=13.8. (5) Drug 1: C1=CN(C=N1)CC(O)(P(=O)(O)O)P(=O)(O)O. Drug 2: B(C(CC(C)C)NC(=O)C(CC1=CC=CC=C1)NC(=O)C2=NC=CN=C2)(O)O. Cell line: HCT116. Synergy scores: CSS=38.6, Synergy_ZIP=2.91, Synergy_Bliss=-3.38, Synergy_Loewe=-44.1, Synergy_HSA=-2.12. (6) Drug 1: CCN(CC)CCNC(=O)C1=C(NC(=C1C)C=C2C3=C(C=CC(=C3)F)NC2=O)C. Drug 2: C1CC(CCC1OC2=C(C(=CC=C2)Cl)F)(CC3=NC(=CC=C3)NC4=NC=CS4)C(=O)O. Cell line: NCI-H460. Synergy scores: CSS=33.4, Synergy_ZIP=-4.11, Synergy_Bliss=-4.76, Synergy_Loewe=-3.33, Synergy_HSA=-1.18. (7) Drug 1: CC1=C(N=C(N=C1N)C(CC(=O)N)NCC(C(=O)N)N)C(=O)NC(C(C2=CN=CN2)OC3C(C(C(C(O3)CO)O)O)OC4C(C(C(C(O4)CO)O)OC(=O)N)O)C(=O)NC(C)C(C(C)C(=O)NC(C(C)O)C(=O)NCCC5=NC(=CS5)C6=NC(=CS6)C(=O)NCCC[S+](C)C)O. Drug 2: CC1C(C(CC(O1)OC2CC(CC3=C2C(=C4C(=C3O)C(=O)C5=C(C4=O)C(=CC=C5)OC)O)(C(=O)CO)O)N)O.Cl. Cell line: KM12. Synergy scores: CSS=28.8, Synergy_ZIP=-8.88, Synergy_Bliss=-13.5, Synergy_Loewe=-8.80, Synergy_HSA=-7.86.